Predict the product of the given reaction. From a dataset of Forward reaction prediction with 1.9M reactions from USPTO patents (1976-2016). (1) Given the reactants [CH:1]1([CH2:4][NH:5][C:6]2[CH:11]=[CH:10][C:9]([S:12]([CH3:15])(=[O:14])=[O:13])=[CH:8][C:7]=2[C:16]2[C:24]3[C:19](=[C:20]([O:25][CH3:26])[N:21]=[CH:22][CH:23]=3)[N:18]([CH3:27])[CH:17]=2)[CH2:3][CH2:2]1.[H-].[Na+].I[CH3:31], predict the reaction product. The product is: [CH:1]1([CH2:4][N:5]([CH3:31])[C:6]2[CH:11]=[CH:10][C:9]([S:12]([CH3:15])(=[O:14])=[O:13])=[CH:8][C:7]=2[C:16]2[C:24]3[C:19](=[C:20]([O:25][CH3:26])[N:21]=[CH:22][CH:23]=3)[N:18]([CH3:27])[CH:17]=2)[CH2:3][CH2:2]1. (2) Given the reactants [CH3:1][N:2]=[C:3]=[O:4].[NH2:5][CH2:6][C@@H:7]([CH3:35])[O:8][C:9]1[CH:18]=[CH:17][CH:16]=[C:15]2[C:10]=1[C:11]([NH:19][C:20]1[CH:25]=[CH:24][C:23]([O:26][CH2:27][C:28]3[CH:33]=[CH:32][CH:31]=[CH:30][N:29]=3)=[C:22]([Cl:34])[CH:21]=1)=[N:12][CH:13]=[N:14]2, predict the reaction product. The product is: [Cl:34][C:22]1[CH:21]=[C:20]([NH:19][C:11]2[C:10]3[C:15](=[CH:16][CH:17]=[CH:18][C:9]=3[O:8][C@H:7]([CH3:35])[CH2:6][NH:5][C:3]([NH:2][CH3:1])=[O:4])[N:14]=[CH:13][N:12]=2)[CH:25]=[CH:24][C:23]=1[O:26][CH2:27][C:28]1[CH:33]=[CH:32][CH:31]=[CH:30][N:29]=1. (3) Given the reactants [Cl:1][S:2]([C:5]1[S:9][C:8]([CH3:10])=[C:7]([C:11]([OH:13])=O)[CH:6]=1)(=[O:4])=[O:3].CN(C)C=O.C(Cl)(=O)C([Cl:22])=O, predict the reaction product. The product is: [Cl:1][S:2]([C:5]1[S:9][C:8]([CH3:10])=[C:7]([C:11]([Cl:22])=[O:13])[CH:6]=1)(=[O:4])=[O:3]. (4) Given the reactants [Br:1][C:2]1[C:11]2[C:6](=[CH:7][CH:8]=[CH:9][CH:10]=2)[N:5]=[C:4]([C:12]([O:14][CH2:15][CH3:16])=[O:13])[CH:3]=1.[B:17]1([B:17]2[O:21][C:20]([CH3:23])([CH3:22])[C:19]([CH3:25])([CH3:24])[O:18]2)[O:21][C:20]([CH3:23])([CH3:22])[C:19]([CH3:25])([CH3:24])[O:18]1.C([O-])(=O)C.[K+], predict the reaction product. The product is: [Br:1][C:2]1[C:11]2[C:6](=[CH:7][CH:8]=[CH:9][CH:10]=2)[N:5]=[C:4]([C:12]([O:14][CH2:15][CH3:16])=[O:13])[CH:3]=1.[CH3:24][C:19]1([CH3:25])[C:20]([CH3:23])([CH3:22])[O:21][B:17]([C:2]2[C:11]3[C:6](=[CH:7][CH:8]=[CH:9][CH:10]=3)[N:5]=[C:4]([C:12]([O:14][CH2:15][CH3:16])=[O:13])[CH:3]=2)[O:18]1. (5) Given the reactants [F:1][CH:2]([F:35])[C:3]1[CH:8]=[CH:7][N:6]=[C:5]([NH:9][C:10]2[N:15]=[C:14]([C:16]3[CH:17]=[N:18][C:19]([C@@:22]([C@H:25]4[CH2:30][CH2:29][C@H:28]([C:31]([OH:33])=[O:32])[CH2:27][CH2:26]4)([OH:24])[CH3:23])=[CH:20][CH:21]=3)[CH:13]=[C:12]([CH3:34])[CH:11]=2)[CH:4]=1.C(=O)([O-])[O-].[K+].[K+].[I-].[Na+].Cl[CH2:45][C:46]([CH3:49])([OH:48])[CH3:47], predict the reaction product. The product is: [F:35][CH:2]([F:1])[C:3]1[CH:8]=[CH:7][N:6]=[C:5]([NH:9][C:10]2[N:15]=[C:14]([C:16]3[CH:17]=[N:18][C:19]([C@@:22]([C@H:25]4[CH2:30][CH2:29][C@H:28]([C:31]([O:33][CH2:45][C:46]([OH:48])([CH3:49])[CH3:47])=[O:32])[CH2:27][CH2:26]4)([OH:24])[CH3:23])=[CH:20][CH:21]=3)[CH:13]=[C:12]([CH3:34])[CH:11]=2)[CH:4]=1. (6) Given the reactants Cl[C:2]1[N:10]=[CH:9][N:8]=[C:7]2[C:3]=1[N:4]=[CH:5][N:6]2[C@@H:11]1[O:23][C@H:22]([CH2:24][O:25][CH3:26])[C@@H:17]([O:18]C(=O)C)[C@H:12]1[O:13]C(=O)C.[CH:27]1([NH2:32])[CH2:31][CH2:30][CH2:29][CH2:28]1, predict the reaction product. The product is: [CH:27]1([NH:32][C:2]2[C:3]3[N:4]=[CH:5][N:6]([C:7]=3[N:8]=[CH:9][N:10]=2)[C@@H:11]2[O:23][C@H:22]([CH2:24][O:25][CH3:26])[C@@H:17]([OH:18])[C@H:12]2[OH:13])[CH2:31][CH2:30][CH2:29][CH2:28]1.